Dataset: Catalyst prediction with 721,799 reactions and 888 catalyst types from USPTO. Task: Predict which catalyst facilitates the given reaction. (1) Reactant: [CH:1]([P:3](=[O:17])([CH:15]=[CH2:16])[C:4]1[CH:9]=[CH:8][C:7]([N+:10]([O-:12])=[O:11])=[C:6]([O:13][CH3:14])[CH:5]=1)=[CH2:2].[CH2:18]([NH2:25])[C:19]1[CH:24]=[CH:23][CH:22]=[CH:21][CH:20]=1. Product: [CH2:18]([N:25]1[CH2:16][CH2:15][P:3](=[O:17])([C:4]2[CH:9]=[CH:8][C:7]([N+:10]([O-:12])=[O:11])=[C:6]([O:13][CH3:14])[CH:5]=2)[CH2:1][CH2:2]1)[C:19]1[CH:24]=[CH:23][CH:22]=[CH:21][CH:20]=1. The catalyst class is: 1. (2) Reactant: C[O:2][C:3](=O)[CH2:4][C:5]1[CH:10]=[CH:9][C:8]([O:11][CH2:12][C:13]2[CH:18]=[CH:17][CH:16]=[CH:15][CH:14]=2)=[C:7]([F:19])[CH:6]=1.[H-].[H-].[H-].[H-].[Li+].[Al+3]. Product: [CH2:12]([O:11][C:8]1[CH:9]=[CH:10][C:5]([CH2:4][CH2:3][OH:2])=[CH:6][C:7]=1[F:19])[C:13]1[CH:18]=[CH:17][CH:16]=[CH:15][CH:14]=1. The catalyst class is: 28. (3) Reactant: [F:1][C:2]([F:20])([F:19])[CH2:3][C:4]1[NH:5][C:6]2[C:11]([CH:12]=1)=[C:10]([C:13]([F:16])([F:15])[F:14])[C:9]([C:17]#[N:18])=[CH:8][CH:7]=2.C([O-])([O-])=O.[K+].[K+].Cl[CH2:28][C:29]1[N:33]=[C:32]([C:34]2[CH:39]=[CH:38][CH:37]=[C:36]([C:40]([F:43])([F:42])[F:41])[CH:35]=2)[O:31][N:30]=1.CC#N. Product: [F:20][C:2]([F:1])([F:19])[CH2:3][C:4]1[N:5]([CH2:28][C:29]2[N:33]=[C:32]([C:34]3[CH:39]=[CH:38][CH:37]=[C:36]([C:40]([F:43])([F:41])[F:42])[CH:35]=3)[O:31][N:30]=2)[C:6]2[C:11]([CH:12]=1)=[C:10]([C:13]([F:16])([F:15])[F:14])[C:9]([C:17]#[N:18])=[CH:8][CH:7]=2. The catalyst class is: 25. (4) Reactant: [Cl:1][C:2]1[CH:7]=[CH:6][C:5]([C:8]2[CH:9]=[C:10]3[C:16]([C:17]([C:19]4[C:20]([F:33])=[C:21]([NH:26][S:27]([CH2:30][CH2:31][CH3:32])(=[O:29])=[O:28])[CH:22]=[CH:23][C:24]=4[F:25])=[O:18])=[CH:15][NH:14][C:11]3=[N:12][CH:13]=2)=[CH:4][CH:3]=1.[OH-].[K+].C(OC([NH:43][CH:44]([CH2:50][CH:51]([CH3:53])[CH3:52])[C:45]([O:47][CH2:48]Cl)=[O:46])=O)(C)(C)C. Product: [ClH:1].[NH2:43][C@@H:44]([CH2:50][CH:51]([CH3:53])[CH3:52])[C:45]([O:47][CH2:48][N:14]1[C:11]2=[N:12][CH:13]=[C:8]([C:5]3[CH:6]=[CH:7][C:2]([Cl:1])=[CH:3][CH:4]=3)[CH:9]=[C:10]2[C:16]([C:17](=[O:18])[C:19]2[C:24]([F:25])=[CH:23][CH:22]=[C:21]([NH:26][S:27]([CH2:30][CH2:31][CH3:32])(=[O:28])=[O:29])[C:20]=2[F:33])=[CH:15]1)=[O:46]. The catalyst class is: 3. (5) Reactant: CN(C)C=O.Br[C:7]1[C:8]([C:21]#[N:22])=[N:9][C:10]([CH2:13][N:14]2[C:19](=[O:20])[CH:18]=[CH:17][CH:16]=[N:15]2)=[CH:11][N:12]=1.C(=O)([O-])[O-].[K+].[K+].[F:29][C:30]1[CH:35]=[CH:34][C:33]([SH:36])=[CH:32][CH:31]=1. Product: [F:29][C:30]1[CH:35]=[CH:34][C:33]([S:36][C:7]2[C:8]([C:21]#[N:22])=[N:9][C:10]([CH2:13][N:14]3[C:19](=[O:20])[CH:18]=[CH:17][CH:16]=[N:15]3)=[CH:11][N:12]=2)=[CH:32][CH:31]=1. The catalyst class is: 6.